This data is from Forward reaction prediction with 1.9M reactions from USPTO patents (1976-2016). The task is: Predict the product of the given reaction. (1) Given the reactants Br[C:2]1[CH:7]=[CH:6][C:5]([O:8][CH3:9])=[CH:4][C:3]=1[O:10][CH3:11].[C:12]([O:16][C:17]([N:19]1[CH2:25][CH2:24][CH2:23][NH:22][CH2:21][CH2:20]1)=[O:18])([CH3:15])([CH3:14])[CH3:13].CC([O-])(C)C.[K+], predict the reaction product. The product is: [C:12]([O:16][C:17]([N:19]1[CH2:25][CH2:24][CH2:23][N:22]([C:2]2[CH:7]=[CH:6][C:5]([O:8][CH3:9])=[CH:4][C:3]=2[O:10][CH3:11])[CH2:21][CH2:20]1)=[O:18])([CH3:15])([CH3:13])[CH3:14]. (2) Given the reactants C(NCC(O)=O)(OC[C:5]1[CH:10]=[CH:9]C=[CH:7][CH:6]=1)=O.C([N:19]([CH:22]([CH3:24])C)[CH2:20][CH3:21])(C)C.C[CH2:26][N:27]=[C:28]=NCCCN(C)C.Cl.C1C=NC2N([OH:46])N=NC=2C=1.Cl.CNC, predict the reaction product. The product is: [CH2:22]([NH:19][CH2:20][C:21]([N:27]([CH3:28])[CH3:26])=[O:46])[C:24]1[CH:9]=[CH:10][CH:5]=[CH:6][CH:7]=1. (3) Given the reactants [CH3:1][Mg]Br.Cl[C:5]1[N:10]=[C:9]2[N:11]([CH:16]3[CH2:19][CH2:18][CH2:17]3)[CH:12]=[C:13]([C:14]#[N:15])[C:8]2=[CH:7][CH:6]=1, predict the reaction product. The product is: [CH:16]1([N:11]2[C:9]3=[N:10][C:5]([CH3:1])=[CH:6][CH:7]=[C:8]3[C:13]([C:14]#[N:15])=[CH:12]2)[CH2:19][CH2:18][CH2:17]1. (4) Given the reactants [C:1]([C:3]([C:6]1[CH:36]=[CH:35][C:9]([C:10]([NH:12][C:13]2[CH:18]=[CH:17][C:16]([C:19]3[S:23][C:22]([C:24]([NH:26][CH:27]([CH:32]([CH3:34])[CH3:33])[C:28]([O:30]C)=[O:29])=[O:25])=[N:21][CH:20]=3)=[CH:15][CH:14]=2)=[O:11])=[CH:8][CH:7]=1)([CH3:5])[CH3:4])#[N:2], predict the reaction product. The product is: [C:1]([C:3]([C:6]1[CH:36]=[CH:35][C:9]([C:10]([NH:12][C:13]2[CH:14]=[CH:15][C:16]([C:19]3[S:23][C:22]([C:24]([NH:26][CH:27]([CH:32]([CH3:33])[CH3:34])[C:28]([OH:30])=[O:29])=[O:25])=[N:21][CH:20]=3)=[CH:17][CH:18]=2)=[O:11])=[CH:8][CH:7]=1)([CH3:4])[CH3:5])#[N:2]. (5) Given the reactants [Cl:1][C:2]1[CH:18]=[CH:17][C:5]2[CH2:6][CH2:7][N:8]([C:11](=[O:16])[C:12]([F:15])([F:14])[F:13])[CH2:9][CH2:10][C:4]=2[C:3]=1OS(C(F)(F)F)(=O)=O.[N:27]1([CH2:33][C:34]2[CH:41]=[CH:40][C:37]([CH2:38][NH2:39])=[CH:36][CH:35]=2)[CH2:32][CH2:31][O:30][CH2:29][CH2:28]1, predict the reaction product. The product is: [Cl:1][C:2]1[CH:18]=[CH:17][C:5]2[CH2:6][CH2:7][N:8]([C:11](=[O:16])[C:12]([F:15])([F:14])[F:13])[CH2:9][CH2:10][C:4]=2[C:3]=1[NH:39][CH2:38][C:37]1[CH:36]=[CH:35][C:34]([CH2:33][N:27]2[CH2:32][CH2:31][O:30][CH2:29][CH2:28]2)=[CH:41][CH:40]=1. (6) Given the reactants C1C(=O)N([Cl:8])C(=O)C1.C(O)(=O)C.C(=O)(OCC)N.[CH3:19][O:20][C:21]1[CH:22]=[CH:23][C:24]2[C:25](=[O:33])[CH:26]3[CH2:32][NH:31][CH2:30][CH:27]3[C:28]=2[CH:29]=1, predict the reaction product. The product is: [Cl:8][C:29]1[C:28]2[CH:27]3[CH2:30][NH:31][CH2:32][CH:26]3[C:25](=[O:33])[C:24]=2[CH:23]=[CH:22][C:21]=1[O:20][CH3:19]. (7) Given the reactants C(N([P:8]([N:12]([CH:16]([CH3:18])[CH3:17])[CH:13]([CH3:15])[CH3:14])(Cl)([O-:10])[O-:9])C(C)C)(C)C.[C:19]([NH:27][C:28]1[C:29]2[N:30]=[CH:31][N:32]([C:64]=2[N:65]=[CH:66][N:67]=1)[C@@H:33]1[O:63][C@H:37]([CH2:38][O:39][C:40]([C:57]2[CH:62]=[CH:61][CH:60]=[CH:59][CH:58]=2)([C:49]2[CH:54]=[CH:53][C:52]([O:55][CH3:56])=[CH:51][CH:50]=2)[C:41]2[CH:46]=[CH:45][C:44]([O:47][CH3:48])=[CH:43][CH:42]=2)[C@@H:35]([OH:36])[CH2:34]1)(=[O:26])[C:20]1[CH:25]=[CH:24][CH:23]=[CH:22][CH:21]=1.C(N(C(C)C)C(C)C)C.[C:77]([O:80][C@@H:81]1[C@@H:93]([O:94][C:95](=[O:97])[CH3:96])[C@H:92]([O:98][C:99](=[O:101])[CH3:100])[C@@H:91]([CH2:102][O:103][C:104](=[O:106])[CH3:105])[O:90][C@H:82]1[O:83][CH2:84][CH2:85][O:86][CH2:87][CH2:88]O)(=[O:79])[CH3:78].N1C=NN=N1, predict the reaction product. The product is: [C:19]([NH:27][C:28]1[C:29]2[N:30]=[CH:31][N:32]([C:64]=2[N:65]=[CH:66][N:67]=1)[C@@H:33]1[O:63][C@H:37]([CH2:38][O:39][C:40]([C:57]2[CH:62]=[CH:61][CH:60]=[CH:59][CH:58]=2)([C:49]2[CH:54]=[CH:53][C:52]([O:55][CH3:56])=[CH:51][CH:50]=2)[C:41]2[CH:42]=[CH:43][C:44]([O:47][CH3:48])=[CH:45][CH:46]=2)[C@@H:35]([O:36][P:8]([N:12]([CH:13]([CH3:14])[CH3:15])[CH:16]([CH3:17])[CH3:18])([O:9][CH2:88][CH2:87][O:86][CH2:85][CH2:84][O:83][C@@H:82]2[O:90][C@H:91]([CH2:102][O:103][C:104](=[O:106])[CH3:105])[C@@H:92]([O:98][C:99](=[O:101])[CH3:100])[C@H:93]([O:94][C:95](=[O:97])[CH3:96])[C@H:81]2[O:80][C:77](=[O:79])[CH3:78])=[O:10])[CH2:34]1)(=[O:26])[C:20]1[CH:25]=[CH:24][CH:23]=[CH:22][CH:21]=1.